From a dataset of NCI-60 drug combinations with 297,098 pairs across 59 cell lines. Regression. Given two drug SMILES strings and cell line genomic features, predict the synergy score measuring deviation from expected non-interaction effect. (1) Drug 1: CN(C)N=NC1=C(NC=N1)C(=O)N. Drug 2: C1=CN(C(=O)N=C1N)C2C(C(C(O2)CO)O)O.Cl. Cell line: IGROV1. Synergy scores: CSS=20.2, Synergy_ZIP=-4.74, Synergy_Bliss=1.50, Synergy_Loewe=-1.69, Synergy_HSA=3.59. (2) Drug 1: CCN(CC)CCCC(C)NC1=C2C=C(C=CC2=NC3=C1C=CC(=C3)Cl)OC. Drug 2: CC1C(C(CC(O1)OC2CC(CC3=C2C(=C4C(=C3O)C(=O)C5=CC=CC=C5C4=O)O)(C(=O)C)O)N)O. Cell line: SN12C. Synergy scores: CSS=38.3, Synergy_ZIP=-2.58, Synergy_Bliss=-2.76, Synergy_Loewe=-7.77, Synergy_HSA=-2.09. (3) Cell line: SNB-75. Drug 2: CC(C)(C#N)C1=CC(=CC(=C1)CN2C=NC=N2)C(C)(C)C#N. Drug 1: C1=CC(=CC=C1CCCC(=O)O)N(CCCl)CCCl. Synergy scores: CSS=7.23, Synergy_ZIP=-8.10, Synergy_Bliss=-8.35, Synergy_Loewe=-8.10, Synergy_HSA=-8.04. (4) Drug 1: CC1C(C(CC(O1)OC2CC(CC3=C2C(=C4C(=C3O)C(=O)C5=C(C4=O)C(=CC=C5)OC)O)(C(=O)C)O)N)O.Cl. Drug 2: C1=CC=C(C=C1)NC(=O)CCCCCCC(=O)NO. Cell line: DU-145. Synergy scores: CSS=51.2, Synergy_ZIP=-1.69, Synergy_Bliss=5.60, Synergy_Loewe=6.11, Synergy_HSA=7.35.